The task is: Regression. Given two drug SMILES strings and cell line genomic features, predict the synergy score measuring deviation from expected non-interaction effect.. This data is from NCI-60 drug combinations with 297,098 pairs across 59 cell lines. Cell line: HCT-15. Drug 1: CN(C(=O)NC(C=O)C(C(C(CO)O)O)O)N=O. Synergy scores: CSS=3.12, Synergy_ZIP=1.52, Synergy_Bliss=5.27, Synergy_Loewe=-1.84, Synergy_HSA=-0.976. Drug 2: CC(C)NC(=O)C1=CC=C(C=C1)CNNC.Cl.